The task is: Predict the reaction yield, written as a fraction of the theoretical maximum amount of product (1.0 means a 100% yield; for example, 0.34 means a 34% yield).. This data is from Reaction yield outcomes from USPTO patents with 853,638 reactions. The reactants are Cl[C:2]1[C:7]([CH3:8])=[C:6]([Cl:9])[N:5]=[CH:4][C:3]=1[C:10]([N:12]1[CH2:17][CH2:16][CH:15]([C:18]2[CH:23]=[CH:22][C:21]([F:24])=[CH:20][CH:19]=2)[CH2:14][CH2:13]1)=[O:11].[NH2:25][C:26]1[C:27]([CH3:32])=[CH:28][CH:29]=[CH:30][CH:31]=1. No catalyst specified. The product is [Cl:9][C:6]1[N:5]=[CH:4][C:3]([C:10]([N:12]2[CH2:17][CH2:16][CH:15]([C:18]3[CH:23]=[CH:22][C:21]([F:24])=[CH:20][CH:19]=3)[CH2:14][CH2:13]2)=[O:11])=[C:2]([NH:25][C:26]2[CH:31]=[CH:30][CH:29]=[CH:28][C:27]=2[CH3:32])[C:7]=1[CH3:8]. The yield is 0.970.